From a dataset of Reaction yield outcomes from USPTO patents with 853,638 reactions. Predict the reaction yield, written as a fraction of the theoretical maximum amount of product (1.0 means a 100% yield; for example, 0.34 means a 34% yield). (1) The reactants are [H-].[Na+].[C:3]([O:7][C:8](=[O:31])[NH:9][CH2:10][C:11]1[C:12]([CH2:27][CH:28]([CH3:30])[CH3:29])=[N:13][C:14]([CH3:26])=[C:15]([CH:24]=O)[C:16]=1[C:17]1[CH:22]=[CH:21][C:20]([CH3:23])=[CH:19][CH:18]=1)([CH3:6])([CH3:5])[CH3:4].[C:32]([O:35][CH2:36][CH3:37])(=[O:34])[CH3:33]. The catalyst is O1CCCC1. The product is [C:3]([O:7][C:8]([NH:9][CH2:10][C:11]1[C:16]([C:17]2[CH:18]=[CH:19][C:20]([CH3:23])=[CH:21][CH:22]=2)=[C:15](/[CH:24]=[CH:33]/[C:32]([O:35][CH2:36][CH3:37])=[O:34])[C:14]([CH3:26])=[N:13][C:12]=1[CH2:27][CH:28]([CH3:29])[CH3:30])=[O:31])([CH3:4])([CH3:5])[CH3:6]. The yield is 0.960. (2) The reactants are [NH2:1][C:2]1[CH:7]=[CH:6][C:5]([OH:8])=[CH:4][CH:3]=1.[Cl:9][C:10]1[C:19]2[C:14](=[CH:15][CH:16]=[CH:17][CH:18]=2)[C:13]([C:20]2[CH:25]=[CH:24][C:23]([O:26][CH3:27])=[CH:22][CH:21]=2)=[N:12][N:11]=1.C(O)(CC)C. The product is [ClH:9].[CH3:27][O:26][C:23]1[CH:22]=[CH:21][C:20]([C:13]2[C:14]3[C:19](=[CH:18][CH:17]=[CH:16][CH:15]=3)[C:10]([NH:1][C:2]3[CH:7]=[CH:6][C:5]([OH:8])=[CH:4][CH:3]=3)=[N:11][N:12]=2)=[CH:25][CH:24]=1. The catalyst is C(OCC)C. The yield is 1.00. (3) The reactants are [F:1][CH2:2][CH2:3][N:4]1[C:13]2[C:8](=[CH:9][CH:10]=[C:11](/[CH:14]=[CH:15]/[C:16]3[S:17][CH:18]=[C:19]([CH:21]([CH3:23])[CH3:22])[N:20]=3)[CH:12]=2)[C:7](=[O:24])[C:6]([C:25]([O:27]CC)=[O:26])=[CH:5]1.[OH-].[Na+].Cl. The catalyst is CO.O1CCCC1.O. The product is [F:1][CH2:2][CH2:3][N:4]1[C:13]2[C:8](=[CH:9][CH:10]=[C:11](/[CH:14]=[CH:15]/[C:16]3[S:17][CH:18]=[C:19]([CH:21]([CH3:23])[CH3:22])[N:20]=3)[CH:12]=2)[C:7](=[O:24])[C:6]([C:25]([OH:27])=[O:26])=[CH:5]1. The yield is 0.730. (4) The reactants are [CH2:1]([C:4]1[CH:9]=[CH:8][C:7]([S:10](Cl)(=[O:12])=[O:11])=[CH:6][CH:5]=1)[CH2:2][CH3:3].N1C=CC=CC=1.[NH2:20][C:21]1[CH:22]=[CH:23][C:24]2[O:28][C:27]([CH3:29])=[N:26][C:25]=2[CH:30]=1.C([O-])(O)=O.[Na+]. The catalyst is ClCCl. The product is [CH3:29][C:27]1[O:28][C:24]2[CH:23]=[CH:22][C:21]([NH:20][S:10]([C:7]3[CH:8]=[CH:9][C:4]([CH2:1][CH2:2][CH3:3])=[CH:5][CH:6]=3)(=[O:12])=[O:11])=[CH:30][C:25]=2[N:26]=1. The yield is 0.850. (5) The reactants are CCCCCC.C([Li])CCC.[CH2:12]([O:19][C:20]1[CH:25]=[CH:24][CH:23]=[CH:22][C:21]=1Br)[C:13]1[CH:18]=[CH:17][CH:16]=[CH:15][CH:14]=1.[F:27][C:28]([F:38])([F:37])[C:29]1[CH:36]=[CH:35][C:32]([CH:33]=[O:34])=[CH:31][CH:30]=1.O. The catalyst is C1COCC1. The product is [CH2:12]([O:19][C:20]1[CH:25]=[CH:24][CH:23]=[CH:22][C:21]=1[CH:33]([C:32]1[CH:31]=[CH:30][C:29]([C:28]([F:27])([F:37])[F:38])=[CH:36][CH:35]=1)[OH:34])[C:13]1[CH:18]=[CH:17][CH:16]=[CH:15][CH:14]=1. The yield is 0.820. (6) The reactants are [NH2:1][C:2]1[S:3][C:4]([C:8]([O:10][CH2:11][CH3:12])=[O:9])=[C:5]([CH3:7])[N:6]=1.[Cl:13][C:14]1[CH:15]=[CH:16][C:17]2[S:21][C:20]([S:22](Cl)(=[O:24])=[O:23])=[C:19]([CH3:26])[C:18]=2[CH:27]=1. No catalyst specified. The product is [Cl:13][C:14]1[CH:15]=[CH:16][C:17]2[S:21][C:20]([S:22]([NH:1][C:2]3[S:3][C:4]([C:8]([O:10][CH2:11][CH3:12])=[O:9])=[C:5]([CH3:7])[N:6]=3)(=[O:24])=[O:23])=[C:19]([CH3:26])[C:18]=2[CH:27]=1. The yield is 0.180.